Predict the product of the given reaction. From a dataset of Forward reaction prediction with 1.9M reactions from USPTO patents (1976-2016). (1) Given the reactants [NH2:1][C:2]1[CH:9]=[CH:8][C:5]([CH2:6][NH2:7])=[CH:4][CH:3]=1.C(N(CC)CC)C.[C:17](Cl)(=[O:22])[C:18]([CH3:21])([CH3:20])[CH3:19], predict the reaction product. The product is: [NH2:1][C:2]1[CH:9]=[CH:8][C:5]([CH2:6][NH:7][C:17](=[O:22])[C:18]([CH3:21])([CH3:20])[CH3:19])=[CH:4][CH:3]=1. (2) Given the reactants [CH2:1]([O:3][C:4]([CH:6]1[CH2:12][CH2:11][C:10]2[CH:13]=[CH:14][C:15]([O:17][CH3:18])=[CH:16][C:9]=2[NH:8][C:7]1=[O:19])=[O:5])[CH3:2].[CH2:20](I)[CH3:21].C([O-])([O-])=O.[Cs+].[Cs+], predict the reaction product. The product is: [CH2:1]([O:3][C:4]([CH:6]1[CH2:12][CH2:11][C:10]2[CH:13]=[CH:14][C:15]([O:17][CH3:18])=[CH:16][C:9]=2[N:8]([CH2:20][CH3:21])[C:7]1=[O:19])=[O:5])[CH3:2]. (3) Given the reactants CN(C(ON1N=NC2C=CC=NC1=2)=[N+](C)C)C.F[P-](F)(F)(F)(F)F.[CH3:25][O:26][C:27]1[CH:32]=[CH:31][C:30]([C:33]2[CH:38]=[CH:37][C:36]([C:39]([OH:41])=O)=[C:35]([N+:42]([O-:44])=[O:43])[CH:34]=2)=[CH:29][CH:28]=1.Cl.[NH2:46][C:47]1([C:54]([O:56][CH3:57])=[O:55])[CH2:53][CH2:52][CH2:51][CH2:50][CH2:49][CH2:48]1.C(N(C(C)C)CC)(C)C, predict the reaction product. The product is: [CH3:25][O:26][C:27]1[CH:28]=[CH:29][C:30]([C:33]2[CH:38]=[CH:37][C:36]([C:39]([NH:46][C:47]3([C:54]([O:56][CH3:57])=[O:55])[CH2:53][CH2:52][CH2:51][CH2:50][CH2:49][CH2:48]3)=[O:41])=[C:35]([N+:42]([O-:44])=[O:43])[CH:34]=2)=[CH:31][CH:32]=1. (4) Given the reactants [C:1]([O:5][C:6]([N:8]1[CH2:11][CH:10]([O:12][C:13]2[CH:18]=[C:17]([Cl:19])[CH:16]=[CH:15][C:14]=2[OH:20])[CH2:9]1)=[O:7])([CH3:4])([CH3:3])[CH3:2].Br[CH2:22][C:23]([C:26]1[CH:31]=[CH:30][CH:29]=[CH:28][CH:27]=1)([F:25])[F:24].C([O-])([O-])=O.[K+].[K+], predict the reaction product. The product is: [C:1]([O:5][C:6]([N:8]1[CH2:9][CH:10]([O:12][C:13]2[CH:18]=[C:17]([Cl:19])[CH:16]=[CH:15][C:14]=2[O:20][CH2:22][C:23]([F:25])([F:24])[C:26]2[CH:31]=[CH:30][CH:29]=[CH:28][CH:27]=2)[CH2:11]1)=[O:7])([CH3:4])([CH3:2])[CH3:3]. (5) Given the reactants [OH:1][C:2]1[CH:35]=[CH:34][C:5]([CH2:6][NH:7][C:8]2[N:13]=[C:12]([O:14][CH2:15][C:16]([F:19])([F:18])[F:17])[N:11]=[C:10]([NH:20][C:21]3[CH:33]=[CH:32][C:24]([C:25]([O:27]C(C)(C)C)=[O:26])=[CH:23][CH:22]=3)[N:9]=2)=[CH:4][CH:3]=1, predict the reaction product. The product is: [OH:1][C:2]1[CH:35]=[CH:34][C:5]([CH2:6][NH:7][C:8]2[N:13]=[C:12]([O:14][CH2:15][C:16]([F:19])([F:18])[F:17])[N:11]=[C:10]([NH:20][C:21]3[CH:33]=[CH:32][C:24]([C:25]([OH:27])=[O:26])=[CH:23][CH:22]=3)[N:9]=2)=[CH:4][CH:3]=1. (6) The product is: [NH2:24][C:19]1[C:18]2=[C:17]([C:25]3[CH:26]=[CH:27][C:28]4[C:32]([CH:33]=3)=[N:31][N:30]([CH2:34][C:35]3[CH:36]=[CH:37][CH:38]=[CH:39][CH:40]=3)[CH:29]=4)[CH:16]=[C:15]([C:13]([CH:10]3[CH2:11][CH2:12][NH:8][CH2:9]3)=[O:14])[N:23]2[N:22]=[CH:21][N:20]=1. Given the reactants C(OC([N:8]1[CH2:12][CH2:11][CH:10]([C:13]([C:15]2[N:23]3[C:18]([C:19]([NH2:24])=[N:20][CH:21]=[N:22]3)=[C:17]([C:25]3[CH:26]=[CH:27][C:28]4[C:32]([CH:33]=3)=[N:31][N:30]([CH2:34][C:35]3[CH:40]=[CH:39][CH:38]=[CH:37][CH:36]=3)[CH:29]=4)[CH:16]=2)=[O:14])[CH2:9]1)=O)(C)(C)C.Cl, predict the reaction product.